Dataset: Full USPTO retrosynthesis dataset with 1.9M reactions from patents (1976-2016). Task: Predict the reactants needed to synthesize the given product. (1) Given the product [Br:17][C:6]1[CH:5]=[C:4]([C:1](=[O:3])[CH:2]=[C:26]([C:21]2[CH:22]=[C:23]([Cl:25])[CH:24]=[C:19]([Cl:18])[CH:20]=2)[C:27]([F:30])([F:29])[F:28])[CH:16]=[CH:15][C:7]=1[C:8]([O:10][C:11]([CH3:12])([CH3:13])[CH3:14])=[O:9], predict the reactants needed to synthesize it. The reactants are: [C:1]([C:4]1[CH:16]=[CH:15][C:7]([C:8]([O:10][C:11]([CH3:14])([CH3:13])[CH3:12])=[O:9])=[C:6]([Br:17])[CH:5]=1)(=[O:3])[CH3:2].[Cl:18][C:19]1[CH:20]=[C:21]([C:26](=O)[C:27]([F:30])([F:29])[F:28])[CH:22]=[C:23]([Cl:25])[CH:24]=1.C(=O)([O-])[O-].[K+].[K+]. (2) Given the product [OH:8][CH2:9][C:10]1[C:19]2[CH2:18][CH2:17][CH2:16][C:15]3[CH:20]=[C:21]([N:24]4[CH2:28][C@H:27]([CH2:29][NH:30][C:31](=[O:33])[CH3:32])[O:26][C:25]4=[O:34])[CH:22]=[CH:23][C:14]=3[C:13]=2[NH:12][N:11]=1, predict the reactants needed to synthesize it. The reactants are: C([O:8][CH2:9][C:10]1[C:19]2[CH2:18][CH2:17][CH2:16][C:15]3[CH:20]=[C:21]([N:24]4[CH2:28][C@H:27]([CH2:29][NH:30][C:31](=[O:33])[CH3:32])[O:26][C:25]4=[O:34])[CH:22]=[CH:23][C:14]=3[C:13]=2[NH:12][N:11]=1)C1C=CC=CC=1.CO. (3) Given the product [CH3:1][O:2][C:3](=[O:15])[C:4]1[CH:9]=[C:8]([C:23]2[N:19]([CH:16]([CH3:18])[CH3:17])[N:20]=[CH:21][CH:22]=2)[C:7]([CH:11]([F:13])[CH3:12])=[CH:6][C:5]=1[NH2:14], predict the reactants needed to synthesize it. The reactants are: [CH3:1][O:2][C:3](=[O:15])[C:4]1[CH:9]=[C:8](I)[C:7]([CH:11]([F:13])[CH3:12])=[CH:6][C:5]=1[NH2:14].[CH:16]([N:19]1[C:23]([Sn](CCCC)(CCCC)CCCC)=[CH:22][CH:21]=[N:20]1)([CH3:18])[CH3:17]. (4) Given the product [CH2:49]([N:46]1[C:41]2=[N:42][C:43]([CH2:44][CH3:45])=[C:38]([CH2:37][NH:36][C:29](=[O:30])[C:28]3[CH:32]=[CH:33][CH:34]=[C:26]([S:23]([NH:22][CH2:21][C:17]4[CH:16]=[C:15]([C:11]5[CH:12]=[CH:13][CH:14]=[C:9]([CH2:8][CH:5]6[CH2:6][CH2:7][N:2]([CH3:1])[CH2:3][CH2:4]6)[CH:10]=5)[CH:20]=[CH:19][CH:18]=4)(=[O:25])=[O:24])[CH:27]=3)[C:39]([NH:51][CH:52]3[CH2:53][CH2:54][O:55][CH2:56][CH2:57]3)=[C:40]2[CH:48]=[N:47]1)[CH3:50], predict the reactants needed to synthesize it. The reactants are: [CH3:1][N:2]1[CH2:7][CH2:6][CH:5]([CH2:8][C:9]2[CH:10]=[C:11]([C:15]3[CH:20]=[CH:19][CH:18]=[C:17]([CH2:21][NH:22][S:23]([C:26]4[CH:27]=[C:28]([CH:32]=[CH:33][CH:34]=4)[C:29](O)=[O:30])(=[O:25])=[O:24])[CH:16]=3)[CH:12]=[CH:13][CH:14]=2)[CH2:4][CH2:3]1.Cl.[NH2:36][CH2:37][C:38]1[C:43]([CH2:44][CH3:45])=[N:42][C:41]2[N:46]([CH2:49][CH3:50])[N:47]=[CH:48][C:40]=2[C:39]=1[NH:51][CH:52]1[CH2:57][CH2:56][O:55][CH2:54][CH2:53]1.CN(C(ON1N=NC2C=CC=CC1=2)=[N+](C)C)C.F[P-](F)(F)(F)(F)F. (5) The reactants are: [CH2:1]([CH:4]1[CH2:8][CH2:7][CH2:6][C:5]1=[O:9])[CH:2]=[CH2:3].C[Si]([N-][Si](C)(C)C)(C)C.[Li+].O1CCCC1.[C:25]1([Se:31]Cl)[CH:30]=[CH:29][CH:28]=[CH:27][CH:26]=1. Given the product [CH2:1]([CH:4]1[CH2:8][CH2:7][CH:6]([Se:31][C:25]2[CH:30]=[CH:29][CH:28]=[CH:27][CH:26]=2)[C:5]1=[O:9])[CH:2]=[CH2:3], predict the reactants needed to synthesize it. (6) Given the product [F:1][C:2]1[C:3]([C:9]([N:14]([CH3:15])[CH3:13])=[O:10])=[N:4][CH:5]=[C:6]([F:8])[CH:7]=1, predict the reactants needed to synthesize it. The reactants are: [F:1][C:2]1[C:3]([C:9](Cl)=[O:10])=[N:4][CH:5]=[C:6]([F:8])[CH:7]=1.Cl.[CH3:13][NH:14][CH3:15].C(N(CC)CC)C.